Dataset: Forward reaction prediction with 1.9M reactions from USPTO patents (1976-2016). Task: Predict the product of the given reaction. (1) Given the reactants [Cl:1][C:2]1[CH:3]=[CH:4][C:5]2[N:11]3[C:12]([C:15]([F:18])([F:17])[F:16])=[N:13][N:14]=[C:10]3[C@@H:9]([CH2:19][C:20]([O:22]CC=C)=[O:21])[O:8][C@H:7]([C:26]3[CH:31]=[CH:30][CH:29]=[C:28]([O:32][CH3:33])[C:27]=3[Cl:34])[C:6]=2[CH:35]=1.C1(P(C2C=CC=CC=2)C2C=CC=CC=2)C=CC=CC=1.N1CCCC1, predict the reaction product. The product is: [Cl:1][C:2]1[CH:3]=[CH:4][C:5]2[N:11]3[C:12]([C:15]([F:18])([F:17])[F:16])=[N:13][N:14]=[C:10]3[C@@H:9]([CH2:19][C:20]([OH:22])=[O:21])[O:8][C@H:7]([C:26]3[CH:31]=[CH:30][CH:29]=[C:28]([O:32][CH3:33])[C:27]=3[Cl:34])[C:6]=2[CH:35]=1. (2) Given the reactants [Cl:1][C:2]1[CH:7]=[CH:6][CH:5]=[C:4]([N:8]=[C:9]=[O:10])[C:3]=1[Cl:11].Cl.[Cl:13][CH2:14][C:15]1([C:19]([O:21][CH2:22][CH3:23])=[O:20])[CH2:18][NH:17][CH2:16]1.C(N(CC)CC)C, predict the reaction product. The product is: [Cl:13][CH2:14][C:15]1([C:19]([O:21][CH2:22][CH3:23])=[O:20])[CH2:18][N:17]([C:9]([NH:8][C:4]2[CH:5]=[CH:6][CH:7]=[C:2]([Cl:1])[C:3]=2[Cl:11])=[O:10])[CH2:16]1. (3) Given the reactants [Mg].BrCC.Br[C:6]1[CH:11]=[CH:10][CH:9]=[CH:8][C:7]=1[CH2:12][O:13][CH:14]1[CH2:19][CH2:18][CH2:17][CH2:16][O:15]1.CON(C)[C:23]([C:25]1[O:29][N:28]=[C:27]([CH3:30])[CH:26]=1)=[O:24], predict the reaction product. The product is: [CH3:30][C:27]1[CH:26]=[C:25]([C:23]([C:6]2[CH:11]=[CH:10][CH:9]=[CH:8][C:7]=2[CH2:12][O:13][CH:14]2[CH2:19][CH2:18][CH2:17][CH2:16][O:15]2)=[O:24])[O:29][N:28]=1. (4) Given the reactants [CH3:1][C:2]1([CH3:14])[C:6]([CH3:8])([CH3:7])[O:5][B:4]([C:9]2[CH:10]=[N:11][NH:12][CH:13]=2)[O:3]1.[C:15]([O:19][C:20]([N:22]1[CH2:27][CH2:26][CH:25](OS(C)(=O)=O)[CH2:24][CH2:23]1)=[O:21])([CH3:18])([CH3:17])[CH3:16].C(=O)([O-])[O-].[Cs+].[Cs+], predict the reaction product. The product is: [C:15]([O:19][C:20]([N:22]1[CH2:27][CH2:26][CH:25]([N:12]2[CH:13]=[C:9]([B:4]3[O:5][C:6]([CH3:7])([CH3:8])[C:2]([CH3:14])([CH3:1])[O:3]3)[CH:10]=[N:11]2)[CH2:24][CH2:23]1)=[O:21])([CH3:18])([CH3:16])[CH3:17]. (5) Given the reactants [O:1]=[C:2]1[CH2:7][O:6][C:5]2[N:8]=[C:9]([C:18]3[CH:23]=[CH:22][C:21]([C:24]4([NH:28]C(=O)OC(C)(C)C)[CH2:27][CH2:26][CH2:25]4)=[CH:20][CH:19]=3)[C:10]([C:12]3[CH:17]=[CH:16][CH:15]=[CH:14][CH:13]=3)=[CH:11][C:4]=2[N:3]1[C:36]1[CH:37]=[N:38][CH:39]=[CH:40][CH:41]=1, predict the reaction product. The product is: [NH2:28][C:24]1([C:21]2[CH:20]=[CH:19][C:18]([C:9]3[C:10]([C:12]4[CH:17]=[CH:16][CH:15]=[CH:14][CH:13]=4)=[CH:11][C:4]4[N:3]([C:36]5[CH:37]=[N:38][CH:39]=[CH:40][CH:41]=5)[C:2](=[O:1])[CH2:7][O:6][C:5]=4[N:8]=3)=[CH:23][CH:22]=2)[CH2:27][CH2:26][CH2:25]1.